Task: Predict the reactants needed to synthesize the given product.. Dataset: Full USPTO retrosynthesis dataset with 1.9M reactions from patents (1976-2016) (1) The reactants are: Br[C:2]1[CH:21]=[CH:20][C:5]2[N:6]=[C:7]([N:9]3[CH2:13][CH2:12][C@@H:11]([N:14]4[CH2:19][CH2:18][CH2:17][CH2:16][CH2:15]4)[CH2:10]3)[S:8][C:4]=2[CH:3]=1.[CH3:22][O:23][C:24]1[N:29]=[CH:28][C:27](B2OC(C)(C)C(C)(C)O2)=[CH:26][N:25]=1.C1CCC(P(C2C(C3C=CC=CC=3)=CC=CC=2)C2CCCCC2)CC1.C(=O)([O-])[O-].[Na+].[Na+]. Given the product [CH3:22][O:23][C:24]1[N:29]=[CH:28][C:27]([C:2]2[CH:21]=[CH:20][C:5]3[N:6]=[C:7]([N:9]4[CH2:13][CH2:12][C@@H:11]([N:14]5[CH2:19][CH2:18][CH2:17][CH2:16][CH2:15]5)[CH2:10]4)[S:8][C:4]=3[CH:3]=2)=[CH:26][N:25]=1, predict the reactants needed to synthesize it. (2) Given the product [ClH:33].[CH3:1][N:2]1[CH:6]=[C:5]([C:7]2[CH:8]=[CH:9][CH:10]=[CH:11][CH:12]=2)[N:4]=[C:3]1[CH2:13][CH2:14][C:15]1[CH:16]=[N:17][CH:18]=[C:19]([N:21]2[CH2:25][CH2:24][CH2:23][NH:22]2)[N:20]=1, predict the reactants needed to synthesize it. The reactants are: [CH3:1][N:2]1[CH:6]=[C:5]([C:7]2[CH:12]=[CH:11][CH:10]=[CH:9][CH:8]=2)[N:4]=[C:3]1[CH2:13][CH2:14][C:15]1[N:20]=[C:19]([N:21]2[CH2:25][CH2:24][CH2:23][N:22]2C(OC(C)(C)C)=O)[CH:18]=[N:17][CH:16]=1.[ClH:33].O1CCOCC1. (3) Given the product [CH:1]1([C:7]2[C:8]3[CH:30]=[CH:29][CH:28]=[CH:27][C:9]=3[N:10]([CH2:19][C:20]([CH:22]3[CH2:23][CH2:24][CH2:25][CH2:26]3)=[O:21])[C:11](=[O:18])[N:12]([CH2:14][C:15]([NH:35][C:36]3[CH:41]=[CH:40][CH:39]=[C:38]([C:42]4[NH:43][O:44][C:45](=[O:47])[N:46]=4)[CH:37]=3)=[O:16])[N:13]=2)[CH2:2][CH2:3][CH2:4][CH2:5][CH2:6]1, predict the reactants needed to synthesize it. The reactants are: [CH:1]1([C:7]2[C:8]3[CH:30]=[CH:29][CH:28]=[CH:27][C:9]=3[N:10]([CH2:19][C:20]([CH:22]3[CH2:26][CH2:25][CH2:24][CH2:23]3)=[O:21])[C:11](=[O:18])[N:12]([CH2:14][C:15](O)=[O:16])[N:13]=2)[CH2:6][CH2:5][CH2:4][CH2:3][CH2:2]1.S(Cl)(Cl)=O.[NH2:35][C:36]1[CH:37]=[C:38]([C:42]2[NH:43][O:44][C:45](=[O:47])[N:46]=2)[CH:39]=[CH:40][CH:41]=1.Cl.CCN(C(C)C)C(C)C.